Predict the reaction yield, written as a fraction of the theoretical maximum amount of product (1.0 means a 100% yield; for example, 0.34 means a 34% yield). From a dataset of Reaction yield outcomes from USPTO patents with 853,638 reactions. (1) The reactants are [O:1]=[C:2]1[C:7]2[CH:8]=[CH:9][CH:10]=[CH:11][C:6]=2[S:5][C:4]([C:12]2[N:17]=[C:16](/[CH:18]=[CH:19]/[C:20]([O:22]C(C)(C)C)=[O:21])[CH:15]=[CH:14][CH:13]=2)=[N:3]1. The catalyst is FC(F)(F)C(O)=O. The product is [O:1]=[C:2]1[C:7]2[CH:8]=[CH:9][CH:10]=[CH:11][C:6]=2[S:5][C:4]([C:12]2[N:17]=[C:16](/[CH:18]=[CH:19]/[C:20]([OH:22])=[O:21])[CH:15]=[CH:14][CH:13]=2)=[N:3]1. The yield is 0.970. (2) The reactants are [Cl:1][C:2]1[C:3]([O:12][C:13]2[CH:18]=[C:17]([O:19][CH2:20][C:21]([N:23]([CH2:26][CH3:27])[CH2:24][CH3:25])=[O:22])[CH:16]=[CH:15][C:14]=2[CH2:28][CH2:29][C:30]([O:32]CC)=[O:31])=[N:4][CH:5]=[C:6]([C:8]([F:11])([F:10])[F:9])[CH:7]=1.[OH-].[Na+].Cl. The catalyst is O1CCCC1.C(O)C.C1(C)C=CC=CC=1. The product is [Cl:1][C:2]1[C:3]([O:12][C:13]2[CH:18]=[C:17]([O:19][CH2:20][C:21]([N:23]([CH2:26][CH3:27])[CH2:24][CH3:25])=[O:22])[CH:16]=[CH:15][C:14]=2[CH2:28][CH2:29][C:30]([OH:32])=[O:31])=[N:4][CH:5]=[C:6]([C:8]([F:9])([F:10])[F:11])[CH:7]=1. The yield is 0.930.